Predict the product of the given reaction. From a dataset of Forward reaction prediction with 1.9M reactions from USPTO patents (1976-2016). (1) Given the reactants O.[OH-].[Li+].C[O:5][C:6](=[O:28])[C:7]1[CH:12]=[CH:11][CH:10]=[C:9]([O:13][C@@H:14]2[CH2:18][CH2:17][N:16]([C:19]3[CH:24]=[CH:23][C:22]([C:25]#[N:26])=[CH:21][CH:20]=3)[C:15]2=[O:27])[CH:8]=1, predict the reaction product. The product is: [C:25]([C:22]1[CH:21]=[CH:20][C:19]([N:16]2[CH2:17][CH2:18][C@@H:14]([O:13][C:9]3[CH:8]=[C:7]([CH:12]=[CH:11][CH:10]=3)[C:6]([OH:28])=[O:5])[C:15]2=[O:27])=[CH:24][CH:23]=1)#[N:26]. (2) Given the reactants C([N:8]1[CH2:12][CH:11]([C:13]2[CH:18]=[CH:17][C:16]([Cl:19])=[C:15]([Cl:20])[CH:14]=2)[CH:10]([CH:21]([O:23][C:24]2[CH:29]=[CH:28][C:27]([C:30]([F:33])([F:32])[F:31])=[CH:26][N:25]=2)[CH3:22])[CH2:9]1)C1C=CC=CC=1.ClC(OC(Cl)C)=O.CCN(C(C)C)C(C)C, predict the reaction product. The product is: [Cl:20][C:15]1[CH:14]=[C:13]([CH:11]2[CH2:12][NH:8][CH2:9][CH:10]2[CH:21]([O:23][C:24]2[CH:29]=[CH:28][C:27]([C:30]([F:33])([F:31])[F:32])=[CH:26][N:25]=2)[CH3:22])[CH:18]=[CH:17][C:16]=1[Cl:19]. (3) Given the reactants C(O[C:4](=[O:35])[CH2:5][N:6]1[CH2:11][CH2:10][N:9]([C:12]2[CH:21]=[CH:20][C:19]([O:22][CH3:23])=[C:18]3[C:13]=2[CH:14]=[CH:15][C:16]([C:24]([F:27])([F:26])[F:25])=[N:17]3)[CH2:8][C@@H:7]1[CH2:28][C:29]1[CH:34]=[CH:33][CH:32]=[CH:31][CH:30]=1)C.[NH3:36].[C-]#N.[Na+], predict the reaction product. The product is: [CH2:28]([C@H:7]1[CH2:8][N:9]([C:12]2[CH:21]=[CH:20][C:19]([O:22][CH3:23])=[C:18]3[C:13]=2[CH:14]=[CH:15][C:16]([C:24]([F:26])([F:25])[F:27])=[N:17]3)[CH2:10][CH2:11][N:6]1[CH2:5][C:4]([NH2:36])=[O:35])[C:29]1[CH:30]=[CH:31][CH:32]=[CH:33][CH:34]=1. (4) Given the reactants Cl.[O:2]([C:9]1[CH:14]=[CH:13][C:12]([N:15]2[CH2:20][CH2:19][CH:18]([NH2:21])[CH2:17][CH2:16]2)=[CH:11][CH:10]=1)[C:3]1[CH:8]=[CH:7][CH:6]=[CH:5][CH:4]=1.[C:22](OC(=O)C)(=[O:24])[CH3:23], predict the reaction product. The product is: [O:2]([C:9]1[CH:14]=[CH:13][C:12]([N:15]2[CH2:20][CH2:19][CH:18]([NH:21][C:22](=[O:24])[CH3:23])[CH2:17][CH2:16]2)=[CH:11][CH:10]=1)[C:3]1[CH:8]=[CH:7][CH:6]=[CH:5][CH:4]=1. (5) The product is: [CH2:1]([O:5][C:6]1[CH:11]=[C:10]([N:12]([CH2:21][CH3:22])[CH2:13][C:14]([F:19])([F:20])[C:15]([F:16])([F:17])[F:18])[N:9]=[CH:8][N:7]=1)[C:2]#[C:3][CH3:4]. Given the reactants [CH2:1]([O:5][C:6]1[CH:11]=[C:10]([NH:12][CH2:13][C:14]([F:20])([F:19])[C:15]([F:18])([F:17])[F:16])[N:9]=[CH:8][N:7]=1)[C:2]#[C:3][CH3:4].[CH2:21](I)[CH3:22].[H-].[Na+], predict the reaction product. (6) Given the reactants [CH3:1][O:2][C:3]1[CH:4]=[C:5]([CH:9]=[CH:10][C:11]=1[C:12]([O:14][CH3:15])=[O:13])[C:6](O)=[O:7].C(Cl)(=O)C(Cl)=O.[NH3:22], predict the reaction product. The product is: [C:6]([C:5]1[CH:9]=[CH:10][C:11]([C:12]([O:14][CH3:15])=[O:13])=[C:3]([O:2][CH3:1])[CH:4]=1)(=[O:7])[NH2:22]. (7) Given the reactants CCN(C(C)C)C(C)C.[CH3:10][O:11][C:12]1[CH:13]=[CH:14][CH:15]=[C:16]2[C:21]=1[O:20][C:19](=[O:22])[C:18]([C:23]([OH:25])=O)=[CH:17]2.CN(C(ON1N=NC2C=CC=NC1=2)=[N+](C)C)C.F[P-](F)(F)(F)(F)F.[C:50]([C:52]1[CH:57]=[CH:56][C:55]([C:58]2[CH:63]=[CH:62][CH:61]=[C:60]([NH2:64])[CH:59]=2)=[CH:54][C:53]=1[F:65])#[N:51], predict the reaction product. The product is: [C:50]([C:52]1[CH:57]=[CH:56][C:55]([C:58]2[CH:63]=[CH:62][CH:61]=[C:60]([NH:64][C:23]([C:18]3[C:19](=[O:22])[O:20][C:21]4[C:16]([CH:17]=3)=[CH:15][CH:14]=[CH:13][C:12]=4[O:11][CH3:10])=[O:25])[CH:59]=2)=[CH:54][C:53]=1[F:65])#[N:51].